From a dataset of Forward reaction prediction with 1.9M reactions from USPTO patents (1976-2016). Predict the product of the given reaction. (1) The product is: [CH3:1][O:2][C:3]1[CH:4]=[C:5]([C:15]2[N:19]3[CH2:20][CH2:21][CH2:22][C:23]([CH3:32])([C:24]([O:26][CH2:27][CH3:28])=[O:25])[C:18]3=[N:17][N:16]=2)[CH:6]=[CH:7][C:8]=1[C:9]1[O:13][C:12]([CH3:14])=[N:11][CH:10]=1. Given the reactants [CH3:1][O:2][C:3]1[CH:4]=[C:5]([C:15]2[N:19]3[CH2:20][CH2:21][CH2:22][CH:23]([C:24]([O:26][CH2:27][CH3:28])=[O:25])[C:18]3=[N:17][N:16]=2)[CH:6]=[CH:7][C:8]=1[C:9]1[O:13][C:12]([CH3:14])=[N:11][CH:10]=1.[H-].[Na+].I[CH3:32].O, predict the reaction product. (2) Given the reactants [F:1][C:2]([F:18])([F:17])[C:3]1[CH:8]=[C:7]([C:9]([F:12])([F:11])[F:10])[CH:6]=[CH:5][C:4]=1[CH2:13][CH2:14][CH2:15][OH:16].[C:19]([O:23][C:24](=[O:48])[CH2:25][CH2:26][N:27]([C:41]([O:43][C:44]([CH3:47])([CH3:46])[CH3:45])=[O:42])[CH2:28][C:29]([N:31]1[C:39]2[C:34](=[CH:35][C:36](O)=[CH:37][CH:38]=2)[CH2:33][CH2:32]1)=[O:30])([CH3:22])([CH3:21])[CH3:20].C1(P(C2C=CC=CC=2)C2C=CC=CC=2)C=CC=CC=1.CCOC(/N=N/C(OCC)=O)=O, predict the reaction product. The product is: [C:19]([O:23][C:24](=[O:48])[CH2:25][CH2:26][N:27]([CH2:28][C:29]([N:31]1[C:39]2[C:34](=[CH:35][C:36]([O:16][CH2:15][CH2:14][CH2:13][C:4]3[CH:5]=[CH:6][C:7]([C:9]([F:10])([F:11])[F:12])=[CH:8][C:3]=3[C:2]([F:17])([F:18])[F:1])=[CH:37][CH:38]=2)[CH2:33][CH2:32]1)=[O:30])[C:41]([O:43][C:44]([CH3:47])([CH3:46])[CH3:45])=[O:42])([CH3:20])([CH3:21])[CH3:22]. (3) Given the reactants [CH2:1]1[C:9]2[C:4](=[CH:5][C:6]3[C:13](=[O:14])[O:12][C:10](=O)[C:7]=3[CH:8]=2)[CH2:3][CH2:2]1.[F:15][C:16]1[CH:17]=[C:18]([CH:20]=[CH:21][CH:22]=1)[NH2:19], predict the reaction product. The product is: [F:15][C:16]1[CH:17]=[C:18]([N:19]2[C:13](=[O:14])[C:6]3[CH:5]=[C:4]4[CH2:3][CH2:2][CH2:1][C:9]4=[CH:8][C:7]=3[C:10]2=[O:12])[CH:20]=[CH:21][CH:22]=1. (4) Given the reactants [CH3:1][C:2]1[CH:7]=[CH:6][CH:5]=[C:4]([CH3:8])[C:3]=1[N:9]1[CH2:13][CH2:12][N:11]=[C:10]1[C:14]1[CH:19]=[CH:18][C:17]([I:20])=[CH:16][CH:15]=1.[O-][Mn](=O)(=O)=O.[K+], predict the reaction product. The product is: [CH3:8][C:4]1[CH:5]=[CH:6][CH:7]=[C:2]([CH3:1])[C:3]=1[N:9]1[CH:13]=[CH:12][N:11]=[C:10]1[C:14]1[CH:15]=[CH:16][C:17]([I:20])=[CH:18][CH:19]=1. (5) Given the reactants [C:1]1([C:7]([C:12]2[CH:17]=[CH:16][CH:15]=[CH:14][CH:13]=2)([CH3:11])[C:8](Cl)=[O:9])[CH:6]=[CH:5][CH:4]=[CH:3][CH:2]=1.[OH:18]/[N:19]=[C:20](/[C:22]1[CH:30]=[CH:29][C:25]2[O:26][CH2:27][O:28][C:24]=2[CH:23]=1)\[NH2:21].C(N(CC)CC)C, predict the reaction product. The product is: [C:1]1([C:7]([C:12]2[CH:17]=[CH:16][CH:15]=[CH:14][CH:13]=2)([CH3:11])[C:8]([O:18]/[N:19]=[C:20](/[C:22]2[CH:30]=[CH:29][C:25]3[O:26][CH2:27][O:28][C:24]=3[CH:23]=2)\[NH2:21])=[O:9])[CH:6]=[CH:5][CH:4]=[CH:3][CH:2]=1. (6) Given the reactants CI.CN([CH:6]=[O:7])C.[Br:8][C:9]1[C:18]([O:19][S:20]([C:23]([F:26])([F:25])[F:24])(=[O:22])=[O:21])=[CH:17][C:12]([C:13]([O:15][CH3:16])=[O:14])=[CH:11][C:10]=1O.C(=O)([O-])[O-].[K+].[K+], predict the reaction product. The product is: [Br:8][C:9]1[C:18]([O:19][S:20]([C:23]([F:26])([F:24])[F:25])(=[O:21])=[O:22])=[CH:17][C:12]([C:13]([O:15][CH3:16])=[O:14])=[CH:11][C:10]=1[O:7][CH3:6]. (7) The product is: [CH3:20][O:21][C:22]([C:24]1([C:28]2[CH:29]=[CH:30][C:31]([NH:34][C:9]3[N:8]=[C:7]([N:5]([C:1]([CH3:4])([CH3:3])[CH3:2])[CH3:6])[CH:12]=[C:11]([C:13]4[CH:18]=[CH:17][CH:16]=[CH:15][CH:14]=4)[N:10]=3)=[CH:32][CH:33]=2)[CH2:25][CH2:26][CH2:27]1)=[O:23]. Given the reactants [C:1]([N:5]([C:7]1[CH:12]=[C:11]([C:13]2[CH:18]=[CH:17][CH:16]=[CH:15][CH:14]=2)[N:10]=[C:9](Cl)[N:8]=1)[CH3:6])([CH3:4])([CH3:3])[CH3:2].[CH3:20][O:21][C:22]([C:24]1([C:28]2[CH:33]=[CH:32][C:31]([NH2:34])=[CH:30][CH:29]=2)[CH2:27][CH2:26][CH2:25]1)=[O:23].CC(C)([O-])C.[Na+], predict the reaction product.